This data is from Forward reaction prediction with 1.9M reactions from USPTO patents (1976-2016). The task is: Predict the product of the given reaction. (1) Given the reactants [Br:1][C:2]1[CH:7]=[CH:6][C:5]([OH:8])=[CH:4][C:3]=1[CH3:9].[O:10]1[CH:15]=[CH:14][CH2:13][CH2:12][CH2:11]1, predict the reaction product. The product is: [Br:1][C:2]1[CH:7]=[CH:6][C:5]([O:8][CH:11]2[CH2:12][CH2:13][CH2:14][CH2:15][O:10]2)=[CH:4][C:3]=1[CH3:9]. (2) Given the reactants [OH:1][C:2]([CH2:4][CH2:5][CH2:6][CH2:7][C@H:8]1[C@@H:16]2[C@@H:11]([NH:12][C:13]([NH:15]2)=[O:14])[CH2:10][S:9]1)=[O:3].CN(C([O:24][N:25]1N=NC2C=CC=CC1=2)=[N+](C)C)C.F[P-](F)(F)(F)(F)F.CCN(C(C)C)C(C)C.C(O)(C(F)(F)F)=O, predict the reaction product. The product is: [NH2:25][O:24][CH:4]([CH2:5][CH2:6][CH2:7][C@H:8]1[C@@H:16]2[C@@H:11]([NH:12][C:13]([NH:15]2)=[O:14])[CH2:10][S:9]1)[C:2](=[O:1])[OH:3]. (3) Given the reactants C[Al](C)C.[CH3:5][C:6]1[CH:7]=[CH:8][C:9]([NH2:12])=[N:10][CH:11]=1.[Si:13]([O:30][CH2:31][CH2:32][O:33][CH2:34][C@H:35]([O:40][C:41]1[N:46]=[CH:45][N:44]=[C:43]2[N:47]([C:50]3[CH:55]=[C:54]([C:56]#[N:57])[CH:53]=[CH:52][C:51]=3[CH3:58])[N:48]=[CH:49][C:42]=12)[C:36](OC)=[O:37])([C:26]([CH3:29])([CH3:28])[CH3:27])([C:20]1[CH:25]=[CH:24][CH:23]=[CH:22][CH:21]=1)[C:14]1[CH:19]=[CH:18][CH:17]=[CH:16][CH:15]=1, predict the reaction product. The product is: [Si:13]([O:30][CH2:31][CH2:32][O:33][CH2:34][C@H:35]([O:40][C:41]1[N:46]=[CH:45][N:44]=[C:43]2[N:47]([C:50]3[CH:55]=[C:54]([C:56]#[N:57])[CH:53]=[CH:52][C:51]=3[CH3:58])[N:48]=[CH:49][C:42]=12)[C:36]([NH:12][C:9]1[CH:8]=[CH:7][C:6]([CH3:5])=[CH:11][N:10]=1)=[O:37])([C:26]([CH3:27])([CH3:28])[CH3:29])([C:14]1[CH:15]=[CH:16][CH:17]=[CH:18][CH:19]=1)[C:20]1[CH:21]=[CH:22][CH:23]=[CH:24][CH:25]=1. (4) The product is: [CH3:22][N:21]([CH3:23])[C:20]1[C:19]2[CH:18]=[CH:17][CH:16]=[C:15]([S:12]([NH:10][CH2:9][CH2:8][NH:7][C:6](=[O:11])[O:5][C:1]([CH3:4])([CH3:2])[CH3:3])(=[O:14])=[O:13])[C:27]=2[CH:26]=[CH:25][CH:24]=1. Given the reactants [C:1]([O:5][C:6](=[O:11])[NH:7][CH2:8][CH2:9][NH2:10])([CH3:4])([CH3:3])[CH3:2].[S:12](Cl)([C:15]1[C:27]2[CH:26]=[CH:25][CH:24]=[C:20]([N:21]([CH3:23])[CH3:22])[C:19]=2[CH:18]=[CH:17][CH:16]=1)(=[O:14])=[O:13].C(#N)C.C([O-])(O)=O.[Na+], predict the reaction product.